Task: Regression/Classification. Given a drug SMILES string, predict its absorption, distribution, metabolism, or excretion properties. Task type varies by dataset: regression for continuous measurements (e.g., permeability, clearance, half-life) or binary classification for categorical outcomes (e.g., BBB penetration, CYP inhibition). For this dataset (ppbr_az), we predict Y.. Dataset: Plasma protein binding rate (PPBR) regression data from AstraZeneca The compound is O=C(CCCc1ccc2cccnc2n1)NCc1cc(-c2ccc(F)c(C(F)(F)F)c2)no1. The Y is 99.9 %.